From a dataset of Retrosynthesis with 50K atom-mapped reactions and 10 reaction types from USPTO. Predict the reactants needed to synthesize the given product. Given the product COc1cccc(CC2(C(=O)N[C@H](C(N)=O)[C@@H](C)O)CCCN2C(=O)[C@@H]2CCCN2C(=O)OCc2ccccc2)c1, predict the reactants needed to synthesize it. The reactants are: COc1cccc(C[C@]2(C(=O)O)CCCN2C(=O)C2CCCN2C(=O)OCc2ccccc2)c1.C[C@@H](O)[C@H](N)C(N)=O.